This data is from Reaction yield outcomes from USPTO patents with 853,638 reactions. The task is: Predict the reaction yield, written as a fraction of the theoretical maximum amount of product (1.0 means a 100% yield; for example, 0.34 means a 34% yield). (1) The reactants are [Br:1][C:2]1[CH:3]=[C:4]2[C:9](=[CH:10][CH:11]=1)[N:8]=[CH:7][N:6]=[C:5]2Cl.[CH2:13]([O:15][C:16](=[O:32])[C:17]1[CH:22]=[C:21](B2OC(C)(C)C(C)(C)O2)[CH:20]=[N:19][CH:18]=1)[CH3:14].B(O)O.[O-]P([O-])([O-])=O.[K+].[K+].[K+]. The catalyst is Cl[Pd](Cl)([P](C1C=CC=CC=1)(C1C=CC=CC=1)C1C=CC=CC=1)[P](C1C=CC=CC=1)(C1C=CC=CC=1)C1C=CC=CC=1.C(#N)C. The product is [CH2:13]([O:15][C:16](=[O:32])[C:17]1[CH:22]=[C:21]([C:5]2[C:4]3[C:9](=[CH:10][CH:11]=[C:2]([Br:1])[CH:3]=3)[N:8]=[CH:7][N:6]=2)[CH:20]=[N:19][CH:18]=1)[CH3:14]. The yield is 0.600. (2) The reactants are [Br:1][C:2]1[C:6](I)=[C:5]([C:8](=[O:14])[C:9]([O:11][CH2:12]C)=[O:10])[N:4]([CH3:15])[N:3]=1.C(=O)([O-])[O-].[K+].[K+].CC1(C)C(C)(C)OB([C:30]2[CH:31]=[C:32]3[C:37](=[CH:38][CH:39]=2)[O:36][CH2:35][CH2:34][CH2:33]3)O1.C(N(CC)CC)C.ClC(OC)=O. The catalyst is O1CCOCC1.O.C1(P(C2C=CC=CC=2)C2C=CC=CC=2)C=CC=CC=1.C1(P(C2C=CC=CC=2)C2C=CC=CC=2)C=CC=CC=1.C1(P(C2C=CC=CC=2)C2C=CC=CC=2)C=CC=CC=1.C1(P(C2C=CC=CC=2)C2C=CC=CC=2)C=CC=CC=1.[Pd].ClCCl. The product is [Br:1][C:2]1[C:6]([C:30]2[CH:39]=[CH:38][C:37]3[O:36][CH2:35][CH2:34][CH2:33][C:32]=3[CH:31]=2)=[C:5]([C:8](=[O:14])[C:9]([O:11][CH3:12])=[O:10])[N:4]([CH3:15])[N:3]=1. The yield is 0.720. (3) The reactants are Br[C:2]1[C:7]([CH3:8])=[CH:6][CH:5]=[CH:4][N:3]=1.C([O-])([O-])=O.[K+].[K+].N#N.[C:17]([O:21][C:22]([C:24]1[CH:25]=[C:26](B(O)O)[CH:27]=[CH:28][CH:29]=1)=[O:23])([CH3:20])([CH3:19])[CH3:18].C(Cl)Cl.CS(O)(=O)=O.[OH-].[Na+]. The catalyst is C1(C)C=CC=CC=1.C1C=CC(P(C2C=CC=CC=2)[C-]2C=CC=C2)=CC=1.C1C=CC(P(C2C=CC=CC=2)[C-]2C=CC=C2)=CC=1.Cl[Pd]Cl.[Fe+2].O. The product is [C:17]([O:21][C:22](=[O:23])[C:24]1[CH:25]=[CH:26][CH:27]=[C:28]([C:2]2[C:7]([CH3:8])=[CH:6][CH:5]=[CH:4][N:3]=2)[CH:29]=1)([CH3:20])([CH3:18])[CH3:19]. The yield is 0.820. (4) The reactants are [Cl-].O[NH3+:3].[C:4](=[O:7])([O-])[OH:5].[Na+].CS(C)=O.[CH2:13]([C:17]1[N:18]=[C:19]([CH3:47])[N:20]([CH2:39][C:40]2[CH:45]=[CH:44][CH:43]=[CH:42][C:41]=2[F:46])[C:21](=[O:38])[C:22]=1[CH2:23][C:24]1[CH:29]=[CH:28][C:27]([C:30]2[C:31]([C:36]#[N:37])=[CH:32][CH:33]=[CH:34][CH:35]=2)=[CH:26][CH:25]=1)[CH2:14][CH2:15][CH3:16]. The catalyst is C(OCC)(=O)C. The product is [CH2:13]([C:17]1[N:18]=[C:19]([CH3:47])[N:20]([CH2:39][C:40]2[CH:45]=[CH:44][CH:43]=[CH:42][C:41]=2[F:46])[C:21](=[O:38])[C:22]=1[CH2:23][C:24]1[CH:25]=[CH:26][C:27]([C:30]2[CH:35]=[CH:34][CH:33]=[CH:32][C:31]=2[C:36]2[NH:3][C:4](=[O:7])[O:5][N:37]=2)=[CH:28][CH:29]=1)[CH2:14][CH2:15][CH3:16]. The yield is 0.780. (5) The reactants are [CH3:1][O:2][C:3]([C@H:5]1[N:9]2[C:10](=[O:33])[C:11]([CH2:31][NH2:32])=[C:12]([CH2:20][C:21]3[C:30]4[C:25](=[CH:26][CH:27]=[CH:28][CH:29]=4)[CH:24]=[CH:23][CH:22]=3)[C:13]([C:14]3[CH:19]=[CH:18]C=CC=3)=[C:8]2[S:7][CH2:6]1)=[O:4].COC([C@H]1N2C(=O)C(C#N)=C(CC3C4C(=CC=CC=4)C=CC=3)C(C3C=CC=CC=3)=C2SC1)=O.COC(C1N2C(=O)C(C#N)=C(CC3C4C(=CC=CC=4)C=CC=3)C(C3CC3)=C2SC1)=O. No catalyst specified. The product is [CH3:1][O:2][C:3]([C@H:5]1[N:9]2[C:10](=[O:33])[C:11]([CH2:31][NH2:32])=[C:12]([CH2:20][C:21]3[C:30]4[C:25](=[CH:26][CH:27]=[CH:28][CH:29]=4)[CH:24]=[CH:23][CH:22]=3)[C:13]([CH:14]3[CH2:18][CH2:19]3)=[C:8]2[S:7][CH2:6]1)=[O:4]. The yield is 0.730. (6) The reactants are C(O[C:6]([N:8]1[CH2:13][CH2:12][N:11]([C:14](=[O:23])[C:15]2[CH:20]=[CH:19][C:18]([CH:21]=O)=[CH:17][CH:16]=2)[CH2:10][CH2:9]1)=O)(C)(C)C.C(C1C=C[C:30]([CH:31]=[O:32])=CC=1)(O)=O.C(OC([N:42]1CCN[CH2:44][CH2:43]1)=O)(C)(C)C.[CH:48]1C=CC2N(O)N=NC=2[CH:53]=1. The catalyst is C(Cl)Cl.CN(C1C=CN=CC=1)C.C(Cl)CCl. The product is [CH:6]1([N:8]2[CH2:9][CH2:10][N:11]([C:14]([C:15]3[CH:16]=[CH:17][C:18]([CH2:21][N:42]4[CH2:30][CH2:31][O:32][CH2:44][CH2:43]4)=[CH:19][CH:20]=3)=[O:23])[CH2:12][CH2:13]2)[CH2:53][CH2:48]1. The yield is 0.780. (7) The reactants are [OH:1][C@@H:2]([CH3:23])[CH2:3][CH2:4][CH2:5][CH2:6][N:7]1[C:15](=[O:16])[C:14]2[N:13]3[CH2:17][CH2:18][CH2:19][NH:20][C:12]3=[N:11][C:10]=2[N:9]([CH3:21])[C:8]1=[O:22].[CH3:24][S:25](O[S:25]([CH3:24])(=[O:27])=[O:26])(=[O:27])=[O:26].CO. The catalyst is CN(C)C1C=CN=CC=1.C(Cl)(Cl)Cl. The product is [CH3:24][S:25]([O:1][C@@H:2]([CH3:23])[CH2:3][CH2:4][CH2:5][CH2:6][N:7]1[C:15](=[O:16])[C:14]2[N:13]3[CH2:17][CH2:18][CH2:19][NH:20][C:12]3=[N:11][C:10]=2[N:9]([CH3:21])[C:8]1=[O:22])(=[O:27])=[O:26]. The yield is 0.800.